Dataset: Forward reaction prediction with 1.9M reactions from USPTO patents (1976-2016). Task: Predict the product of the given reaction. (1) Given the reactants [Na+].[F:2][C:3]([F:22])([F:21])[O:4][C:5]1[CH:10]=[CH:9][C:8]([S:11][C:12]2[CH:20]=[CH:19][C:15]([C:16]([O-:18])=O)=[CH:14][N:13]=2)=[CH:7][CH:6]=1.CN1CCOCC1.[Cl:30]C1N=C(OC)N=C(OC)N=1.[NH:41]1[CH2:45][CH2:44][CH2:43][C@H:42]1[CH2:46][N:47]1[CH2:51][CH2:50][CH2:49][CH2:48]1, predict the reaction product. The product is: [ClH:30].[ClH:30].[N:47]1([CH2:46][C@@H:42]2[CH2:43][CH2:44][CH2:45][N:41]2[C:16]([C:15]2[CH:14]=[N:13][C:12]([S:11][C:8]3[CH:7]=[CH:6][C:5]([O:4][C:3]([F:2])([F:22])[F:21])=[CH:10][CH:9]=3)=[CH:20][CH:19]=2)=[O:18])[CH2:51][CH2:50][CH2:49][CH2:48]1. (2) Given the reactants [CH3:1][O:2][C:3]1[CH:4]=[CH:5][CH:6]=[C:7]2[C:12]=1[O:11][CH2:10][C:9]([C:13]([OH:15])=O)=[CH:8]2.P(C#N)(OCC)(OCC)=O.[CH2:26]([N:28](CC)[CH2:29]C)C, predict the reaction product. The product is: [CH3:1][O:2][C:3]1[CH:4]=[CH:5][CH:6]=[C:7]2[C:12]=1[O:11][CH2:10][C:9]([C:13]([N:28]([CH3:29])[CH3:26])=[O:15])=[CH:8]2. (3) Given the reactants [CH3:1][O:2][C:3]1[CH:8]=[C:7]([N:9]2[CH2:14][CH2:13][N:12](C(OC(C)(C)C)=O)[CH2:11][CH2:10]2)[N:6]2[N:22]=[CH:23][CH:24]=[C:5]2[N:4]=1.FC(F)(F)C(O)=O, predict the reaction product. The product is: [CH3:1][O:2][C:3]1[CH:8]=[C:7]([N:9]2[CH2:10][CH2:11][NH:12][CH2:13][CH2:14]2)[N:6]2[N:22]=[CH:23][CH:24]=[C:5]2[N:4]=1. (4) Given the reactants [CH3:1][C@@H:2]1[N:7]([CH3:8])[CH2:6][CH2:5][N:4]([CH2:9][C:10]2[CH:11]=[C:12]([C:16]3[C:21]([F:22])=[CH:20][CH:19]=[C:18]([CH2:23][NH:24][C:25]([C:27]4[CH:28]=[C:29]([CH2:33][CH:34]5[CH2:39][CH2:38][N:37](C(OC(C)(C)C)=O)[CH2:36][CH2:35]5)[CH:30]=[CH:31][CH:32]=4)=[O:26])[CH:17]=3)[CH:13]=[CH:14][CH:15]=2)[CH2:3]1.Cl, predict the reaction product. The product is: [CH3:1][C@@H:2]1[N:7]([CH3:8])[CH2:6][CH2:5][N:4]([CH2:9][C:10]2[CH:11]=[C:12]([C:16]3[C:21]([F:22])=[CH:20][CH:19]=[C:18]([CH2:23][NH:24][C:25](=[O:26])[C:27]4[CH:32]=[CH:31][CH:30]=[C:29]([CH2:33][CH:34]5[CH2:35][CH2:36][NH:37][CH2:38][CH2:39]5)[CH:28]=4)[CH:17]=3)[CH:13]=[CH:14][CH:15]=2)[CH2:3]1. (5) Given the reactants [CH3:1][O:2][C:3]1[CH:8]=[CH:7][CH:6]=[C:5]([OH:9])[C:4]=1[OH:10].C1C(=O)N([Br:18])C(=O)C1, predict the reaction product. The product is: [Br:18][C:6]1[CH:7]=[CH:8][C:3]([O:2][CH3:1])=[C:4]([OH:10])[C:5]=1[OH:9]. (6) The product is: [CH3:1][O:2][C:3](=[O:29])[CH2:4][CH2:5][C:6]12[CH2:13][CH2:12][C:9]([C:14]3[NH:22][C:21]4[C:20]([NH:30][CH:31]([CH2:32][OH:33])[CH2:34][CH3:35])=[N:19][C:18](=[O:25])[N:17]([CH2:26][CH2:27][CH3:28])[C:16]=4[N:15]=3)([CH2:10][CH2:11]1)[CH2:8][CH2:7]2. Given the reactants [CH3:1][O:2][C:3](=[O:29])[CH2:4][CH2:5][C:6]12[CH2:13][CH2:12][C:9]([C:14]3[NH:22][C:21]4[C:20](SC)=[N:19][C:18](=[O:25])[N:17]([CH2:26][CH2:27][CH3:28])[C:16]=4[N:15]=3)([CH2:10][CH2:11]1)[CH2:8][CH2:7]2.[NH2:30][C@H:31]([CH2:34][CH3:35])[CH2:32][OH:33], predict the reaction product. (7) Given the reactants F[C:2]1[CH:3]=[CH:4][C:5]([CH:8]=O)=[N:6][CH:7]=1.[NH:10]1[CH2:15][CH2:14][CH:13]([OH:16])[CH2:12][CH2:11]1.[NH2:17][C:18]1[C:23]([NH2:24])=[C:22]([C:25]2[CH:30]=[CH:29][C:28]([CH2:31][NH:32][C:33](=[O:39])OC(C)(C)C)=[C:27]([F:40])[CH:26]=2)[CH:21]=[CH:20][N:19]=1.[C:41]([C:45]1[O:49][N:48]=[C:47](C([O-])=O)[N:46]=1)([CH3:44])([CH3:43])[CH3:42], predict the reaction product. The product is: [C:41]([C:45]1[O:49][N:48]=[C:47]([C:33]([NH:32][CH2:31][C:28]2[CH:29]=[CH:30][C:25]([C:22]3[CH:21]=[CH:20][N:19]=[C:18]4[NH:17][C:8]([C:5]5[CH:4]=[CH:3][C:2]([N:10]6[CH2:15][CH2:14][CH:13]([OH:16])[CH2:12][CH2:11]6)=[CH:7][N:6]=5)=[N:24][C:23]=34)=[CH:26][C:27]=2[F:40])=[O:39])[N:46]=1)([CH3:44])([CH3:43])[CH3:42].